From a dataset of Catalyst prediction with 721,799 reactions and 888 catalyst types from USPTO. Predict which catalyst facilitates the given reaction. (1) Reactant: Cl[C:2]1[C:7]([C:8]([F:11])([F:10])[F:9])=[CH:6][N:5]=[C:4]([NH:12][C:13]2[CH:18]=[CH:17][C:16]([P:19]([CH3:22])([CH3:21])=[O:20])=[CH:15][CH:14]=2)[N:3]=1.C(N(CC)CC)C.[C:30]12([NH2:40])[CH2:39][CH:34]3[CH2:35][CH:36]([CH2:38][CH:32]([CH2:33]3)[CH2:31]1)[CH2:37]2. Product: [CH3:21][P:19]([C:16]1[CH:17]=[CH:18][C:13]([NH:12][C:4]2[N:3]=[C:2]([NH:40][C:30]34[CH2:31][CH:32]5[CH2:38][CH:36]([CH2:35][CH:34]([CH2:33]5)[CH2:39]3)[CH2:37]4)[C:7]([C:8]([F:11])([F:10])[F:9])=[CH:6][N:5]=2)=[CH:14][CH:15]=1)([CH3:22])=[O:20]. The catalyst class is: 8. (2) Reactant: Br[CH2:2][C:3]1[C:10]([N+:11]([O-:13])=[O:12])=[CH:9][CH:8]=[CH:7][C:4]=1[C:5]#[N:6].[NH:14]1[CH2:19][CH2:18][O:17][CH2:16][CH2:15]1.C(N(CC)CC)C. Product: [O:17]1[CH2:18][CH2:19][N:14]([CH2:2][C:3]2[C:10]([N+:11]([O-:13])=[O:12])=[CH:9][CH:8]=[CH:7][C:4]=2[C:5]#[N:6])[CH2:15][CH2:16]1. The catalyst class is: 2. (3) Reactant: Cl.[NH2:2][C@@H:3]1[C:17](=[O:18])[N:16]2[CH2:19][C@H:20]([O:22][C:23]3[C:32]4[C:27](=[C:28](Cl)[C:29]([O:33][CH3:34])=[CH:30][CH:31]=4)[N:26]=[C:25]([C:36]4[S:37][CH:38]=[C:39]([CH:41]5[CH2:43][CH2:42]5)[N:40]=4)[CH:24]=3)[CH2:21][C@H:15]2[C:14](=[O:44])[NH:13][C@:12]2([C:46]([NH:48][S:49]([CH:52]3[CH2:54][CH2:53]3)(=[O:51])=[O:50])=[O:47])[CH2:45][C@H:11]2[CH:10]=[CH:9][CH2:8][CH2:7][CH2:6][CH2:5][CH2:4]1.[CH:55](N(C(C)C)CC)(C)C.[CH3:64][N:65]([CH:69]([CH3:71])[CH3:70])[C:66](Cl)=[O:67]. Product: [CH:52]1([S:49]([NH:48][C:46]([C@@:12]23[CH2:45][C@H:11]2[CH:10]=[CH:9][CH2:8][CH2:7][CH2:6][CH2:5][CH2:4][C@H:3]([NH:2][C:66]([N:65]([CH3:64])[CH:69]([CH3:71])[CH3:70])=[O:67])[C:17](=[O:18])[N:16]2[CH2:19][C@H:20]([O:22][C:23]4[C:32]5[C:27](=[C:28]([CH3:55])[C:29]([O:33][CH3:34])=[CH:30][CH:31]=5)[N:26]=[C:25]([C:36]5[S:37][CH:38]=[C:39]([CH:41]6[CH2:42][CH2:43]6)[N:40]=5)[CH:24]=4)[CH2:21][C@H:15]2[C:14](=[O:44])[NH:13]3)=[O:47])(=[O:50])=[O:51])[CH2:53][CH2:54]1. The catalyst class is: 630. (4) Reactant: [NH2:1][CH2:2][C@H:3]1[CH2:7][C@@H:6]([NH:8][S:9]([C:12]2[CH:17]=[C:16]([Cl:18])[CH:15]=[CH:14][C:13]=2[Cl:19])(=[O:11])=[O:10])[CH2:5][N:4]1[C:20](OC(C)(C)C)=O.[CH3:27][C:28]1[CH:29]=[C:30]([CH:34]=[CH:35][CH:36]=1)[C:31](Cl)=[O:32].Cl.CC[N:40](C(C)C)C(C)C.N#CBr.C(O)C(N)(CO)CO. Product: [C:20]([N:4]1[CH2:5][C@H:6]([NH:8][S:9]([C:12]2[CH:17]=[C:16]([Cl:18])[CH:15]=[CH:14][C:13]=2[Cl:19])(=[O:10])=[O:11])[CH2:7][C@@H:3]1[CH2:2][NH:1][C:31](=[O:32])[C:30]1[CH:34]=[CH:35][CH:36]=[C:28]([CH3:27])[CH:29]=1)#[N:40]. The catalyst class is: 135. (5) Reactant: [H-].[H-].[H-].[H-].[Li+].[Al+3].N1(CC2C=CC(O)=CC=2)CCCC1.[CH2:20]([N:27]([CH3:35])[C:28]([CH:30]1[CH2:33][C:32](=[O:34])[CH2:31]1)=O)[C:21]1[CH:26]=[CH:25][CH:24]=[CH:23][CH:22]=1.[OH-].[Na+]. Product: [CH2:20]([N:27]([CH2:28][C@@H:30]1[CH2:31][C@H:32]([OH:34])[CH2:33]1)[CH3:35])[C:21]1[CH:26]=[CH:25][CH:24]=[CH:23][CH:22]=1. The catalyst class is: 20. (6) Reactant: [NH2:1][C:2]1[CH:7]=[CH:6][C:5]([C:8]2[CH:13]=[CH:12][C:11]([C:14]([C@H:16]3[CH2:21][CH2:20][CH2:19][CH2:18][C@H:17]3[C:22]([O:24]C)=[O:23])=[O:15])=[CH:10][CH:9]=2)=[CH:4][CH:3]=1.Cl[C:27]1[S:28][C:29]2[CH:35]=[C:34]([Cl:36])[CH:33]=[CH:32][C:30]=2[N:31]=1.[OH-].[Na+]. Product: [Cl:36][C:34]1[CH:33]=[CH:32][C:30]2[N:31]=[C:27]([NH:1][C:2]3[CH:3]=[CH:4][C:5]([C:8]4[CH:13]=[CH:12][C:11]([C:14]([C@@H:16]5[CH2:21][CH2:20][CH2:19][CH2:18][C@H:17]5[C:22]([OH:24])=[O:23])=[O:15])=[CH:10][CH:9]=4)=[CH:6][CH:7]=3)[S:28][C:29]=2[CH:35]=1. The catalyst class is: 51. (7) Reactant: [CH3:1][O:2][C:3]([C:5]1[CH:10]=[CH:9][N:8]=[CH:7][C:6]=1[C:11]([OH:13])=O)=[O:4].C(C1NC=CN=1)(C1NC=CN=1)=O.[Cl:26][C:27]1[CH:32]=[CH:31][C:30]([CH2:33][C:34]([O:36][C:37]([CH3:40])([CH3:39])[CH3:38])=[O:35])=[CH:29][CH:28]=1.[H-].[Na+].[Cl-].[NH4+]. Product: [Cl:26][C:27]1[CH:28]=[CH:29][C:30]([CH:33]([C:34]([O:36][C:37]([CH3:40])([CH3:39])[CH3:38])=[O:35])[C:11]([C:6]2[CH:7]=[N:8][CH:9]=[CH:10][C:5]=2[C:3]([O:2][CH3:1])=[O:4])=[O:13])=[CH:31][CH:32]=1. The catalyst class is: 3.